Task: Predict which catalyst facilitates the given reaction.. Dataset: Catalyst prediction with 721,799 reactions and 888 catalyst types from USPTO (1) Reactant: [CH3:1][C:2]1[CH:3]=[CH:4][C:5]([N+:11]([O-:13])=[O:12])=[C:6]([CH:10]=1)[C:7](O)=[O:8].C[N:15](C=O)C.C(Cl)(=O)C(Cl)=O.N. Product: [CH3:1][C:2]1[CH:3]=[CH:4][C:5]([N+:11]([O-:13])=[O:12])=[C:6]([CH:10]=1)[C:7]([NH2:15])=[O:8]. The catalyst class is: 1. (2) Reactant: CC[N:3]([CH:7]([CH3:9])C)[CH:4]([CH3:6])C.CN(C(ON1N=[N:25][C:20]2C=C[CH:23]=[N:24][C:19]1=2)=[N+](C)C)C.F[P-](F)(F)(F)(F)F.Cl.[O:35]=[C:36]1[NH:44][C:39]2=[N:40][CH:41]=[CH:42][CH:43]=[C:38]2[C:37]21[CH2:52][C:51]1[C:46](=[CH:47][CH:48]=[C:49]([NH:53][C:54]3[N:59]=[CH:58][N:57]=[C:56]([C:60](O)=[O:61])[CH:55]=3)[CH:50]=1)[CH2:45]2. Product: [NH:24]1[C:19]2[CH2:9][CH2:7][N:3]([C:60]([C:56]3[N:57]=[CH:58][N:59]=[C:54]([NH:53][C:49]4[CH:50]=[C:51]5[C:46](=[CH:47][CH:48]=4)[CH2:45][C:37]4([C:38]6[C:39](=[N:40][CH:41]=[CH:42][CH:43]=6)[NH:44][C:36]4=[O:35])[CH2:52]5)[CH:55]=3)=[O:61])[CH2:4][CH2:6][C:20]=2[N:25]=[CH:23]1. The catalyst class is: 3. (3) Reactant: [F:1][C:2]1([F:15])[O:7][C:6]2[CH:8]=[CH:9][C:10]([NH2:12])=[CH:11][C:5]=2[O:4][C:3]1([F:14])[F:13].[OH-:16].[Na+].[Cl:18][C:19]1[N:26]=[CH:25][CH:24]=[CH:23][C:20]=1[CH2:21]Cl. Product: [Cl:18][C:19]1[N:26]=[CH:25][CH:24]=[CH:23][C:20]=1[C:21]([NH:12][C:10]1[CH:9]=[CH:8][C:6]2[O:7][C:2]([F:1])([F:15])[C:3]([F:13])([F:14])[O:4][C:5]=2[CH:11]=1)=[O:16]. The catalyst class is: 25. (4) Reactant: [F:1][C:2]1[CH:7]=[CH:6][C:5]([C:8]2[C:9]([N:14]3[CH2:19][CH2:18][N:17]([CH2:20][CH2:21][NH:22][CH3:23])[CH2:16][CH2:15]3)=[N:10][CH:11]=[CH:12][N:13]=2)=[CH:4][CH:3]=1.N1CCOCC1.[CH3:30][N:31]1[C:35]([S:36]([Cl:39])(=[O:38])=[O:37])=[CH:34][N:33]=[C:32]1[CH3:40]. Product: [ClH:39].[F:1][C:2]1[CH:7]=[CH:6][C:5]([C:8]2[C:9]([N:14]3[CH2:15][CH2:16][N:17]([CH2:20][CH2:21][N:22]([CH3:23])[S:36]([C:35]4[N:31]([CH3:30])[C:32]([CH3:40])=[N:33][CH:34]=4)(=[O:38])=[O:37])[CH2:18][CH2:19]3)=[N:10][CH:11]=[CH:12][N:13]=2)=[CH:4][CH:3]=1. The catalyst class is: 4. (5) Reactant: S(Cl)(Cl)=O.[CH3:5][N:6]1[C:15](=[O:16])[C:14]2[N:13]=[CH:12][CH:11]=[CH:10][C:9]=2[CH:8]=[C:7]1[C:17]([OH:19])=O.[CH3:20][N:21]1[C:25]([NH2:26])=[N:24][N:23]=[N:22]1. Product: [CH3:5][N:6]1[C:15](=[O:16])[C:14]2[N:13]=[CH:12][CH:11]=[CH:10][C:9]=2[CH:8]=[C:7]1[C:17]([NH:26][C:25]1[N:21]([CH3:20])[N:22]=[N:23][N:24]=1)=[O:19]. The catalyst class is: 17. (6) Reactant: [CH2:1]([C:3]1[CH:4]=[C:5]2[N:22]([C@H:23]([CH3:27])[CH2:24][O:25][CH3:26])[CH:21]=[C:20]([CH3:28])[C:6]2=[N:7][C:8]=1[C:9]1[C:10]([NH:18][CH3:19])=[N:11][C:12]([CH:15]([CH3:17])[CH3:16])=[CH:13][CH:14]=1)[CH3:2].C1C(=O)N([Br:36])C(=O)C1. Product: [Br:36][C:13]1[CH:14]=[C:9]([C:8]2[N:7]=[C:6]3[C:20]([CH3:28])=[CH:21][N:22]([C@H:23]([CH3:27])[CH2:24][O:25][CH3:26])[C:5]3=[CH:4][C:3]=2[CH2:1][CH3:2])[C:10]([NH:18][CH3:19])=[N:11][C:12]=1[CH:15]([CH3:16])[CH3:17]. The catalyst class is: 144. (7) Reactant: [CH3:1][O:2][C:3]1[CH:8]=[C:7]([CH:9]2[C:17]3[C:12](=[CH:13][CH:14]=[CH:15][CH:16]=3)[N:11]([CH2:18][C:19]3[O:20][C:21]([C:24]([F:27])([F:26])[F:25])=[CH:22][CH:23]=3)[C:10]2=[O:28])[C:6]([O:29]COC)=[CH:5][N:4]=1.FC(F)(F)C(O)=O. Product: [OH:29][C:6]1[C:7]([CH:9]2[C:17]3[C:12](=[CH:13][CH:14]=[CH:15][CH:16]=3)[N:11]([CH2:18][C:19]3[O:20][C:21]([C:24]([F:27])([F:26])[F:25])=[CH:22][CH:23]=3)[C:10]2=[O:28])=[CH:8][C:3]([O:2][CH3:1])=[N:4][CH:5]=1. The catalyst class is: 4.